Dataset: Serine/threonine kinase 33 screen with 319,792 compounds. Task: Binary Classification. Given a drug SMILES string, predict its activity (active/inactive) in a high-throughput screening assay against a specified biological target. (1) The drug is O(c1c(cc(cc1)C)C)C(=O)c1ccncc1. The result is 0 (inactive). (2) The result is 1 (active). The compound is O=C1N(C(=O)c2c1cc(cc2)C(=O)Nc1c(cc(O)cc1)C(O)=O)c1noc(c1)C. (3) The molecule is O=C(N1CCN(CC1)c1nc(N2CCN(CC2)C(=O)C(n2nnc(c2)C(N)CCCCN)CCC(O)=O)nc(n1)NCCOCCOCCOCC#C)C(n1nnc(c1)CN)CCCCN. The result is 0 (inactive). (4) The compound is O(c1c(n2nc(c3c(c2=O)cccc3)C(O)=O)ccc(OC)c1)C. The result is 0 (inactive). (5) The drug is S(=O)(=O)(Nc1ncnc(OC)c1)c1ccc(NC(=O)CN2C(=O)c3c(C2=O)cccc3)cc1. The result is 0 (inactive). (6) The molecule is O=C(n1nnc2c1cccc2)/C=C\c1ccc(C(C)C)cc1. The result is 0 (inactive). (7) The molecule is o1nc(n2nnc(c2CN(CC)CC)C(=O)N\N=C\c2ccncc2)c(n1)N. The result is 0 (inactive). (8) The result is 0 (inactive). The compound is O=C(Nc1cc(c2oc(=O)c3c(n2)cccc3)ccc1)C(C)(C)C. (9) The drug is OC1=C(C(N(Cc2cccnc2)C1=O)c1ccc(OCC)cc1)C(=O)c1oc(cc1)C. The result is 0 (inactive). (10) The drug is S(=O)(=O)(N1CCC(CC1)C(=O)NN1CCCCC1)c1ccc(cc1)C. The result is 0 (inactive).